From a dataset of Full USPTO retrosynthesis dataset with 1.9M reactions from patents (1976-2016). Predict the reactants needed to synthesize the given product. (1) Given the product [NH2:15][CH2:14][C:13]([NH:12][C@H:9]1[CH2:10][CH2:11][C@@H:6]([NH:5][C:1]([CH3:2])([CH3:3])[CH3:4])[CH2:7][C@H:8]1[CH2:27][OH:28])=[O:26], predict the reactants needed to synthesize it. The reactants are: [C:1]([NH:5][C@@H:6]1[CH2:11][CH2:10][C@H:9]([NH:12][C:13](=[O:26])[CH2:14][NH:15]C(=O)OCC2C=CC=CC=2)[C@H:8]([CH2:27][OH:28])[CH2:7]1)([CH3:4])([CH3:3])[CH3:2]. (2) Given the product [C:50]([C:47]1[CH:48]=[CH:49][C:44]([C:43]([NH:42][C@@H:14]([CH2:15][C:16]2[CH:21]=[CH:20][C:19]([C:22]3[N:27]=[CH:26][C:25]([C:28]4[CH:33]=[CH:32][C:31]([O:34][CH2:35][CH2:36][CH2:37][CH2:38][CH2:39][CH2:40][CH3:41])=[CH:30][CH:29]=4)=[CH:24][N:23]=3)=[CH:18][CH:17]=2)[C:13]([NH:12][C@H:7]([C:6]([OH:5])=[O:56])[CH2:8][C:9](=[O:11])[NH:61][CH3:60])=[O:55])=[O:54])=[CH:45][CH:46]=1)([CH3:53])([CH3:52])[CH3:51], predict the reactants needed to synthesize it. The reactants are: C([O:5][C:6](=[O:56])[C@@H:7]([NH:12][C:13](=[O:55])[C@@H:14]([NH:42][C:43](=[O:54])[C:44]1[CH:49]=[CH:48][C:47]([C:50]([CH3:53])([CH3:52])[CH3:51])=[CH:46][CH:45]=1)[CH2:15][C:16]1[CH:21]=[CH:20][C:19]([C:22]2[N:27]=[CH:26][C:25]([C:28]3[CH:33]=[CH:32][C:31]([O:34][CH2:35][CH2:36][CH2:37][CH2:38][CH2:39][CH2:40][CH3:41])=[CH:30][CH:29]=3)=[CH:24][N:23]=2)=[CH:18][CH:17]=1)[CH2:8][C:9]([OH:11])=O)(C)(C)C.CN.C[CH2:60][N:61](C(C)C)C(C)C.CN(C(ON1N=NC2C=CC=NC1=2)=[N+](C)C)C.F[P-](F)(F)(F)(F)F.